Dataset: Forward reaction prediction with 1.9M reactions from USPTO patents (1976-2016). Task: Predict the product of the given reaction. (1) Given the reactants [F:1][C:2]([F:16])([F:15])[C:3]1[N:7]2[CH2:8][CH2:9][NH:10][CH2:11][C:6]2=[C:5]([C:12]([O-])=[O:13])[N:4]=1.[OH-].[NH4+:18], predict the reaction product. The product is: [F:1][C:2]([F:16])([F:15])[C:3]1[N:7]2[CH2:8][CH2:9][NH:10][CH2:11][C:6]2=[C:5]([C:12]([NH2:18])=[O:13])[N:4]=1. (2) Given the reactants [CH:1]1[N:5]2[CH:6]3[C@H:11]([CH2:12][CH2:13][C:4]2=[N:3][CH:2]=1)[C@H:10]1[CH2:14][CH2:15][C@H:16]2[C@H:20]([C@@H:9]1[CH2:8][CH2:7]3)[CH2:19][CH2:18][C@H:17]2[C:21]([O:23]C)=[O:22].[OH-].[Na+], predict the reaction product. The product is: [CH:1]1[N:5]2[CH:6]3[C@H:11]([CH2:12][CH2:13][C:4]2=[N:3][CH:2]=1)[C@H:10]1[CH2:14][CH2:15][C@H:16]2[C@H:20]([C@@H:9]1[CH2:8][CH2:7]3)[CH2:19][CH2:18][C@H:17]2[C:21]([OH:23])=[O:22]. (3) Given the reactants Cl[C:2]1[N:3]=[CH:4][C:5](I)=[C:6]2[C:11]=1[N:10]=[C:9]([CH3:12])[CH:8]=[CH:7]2.[C:14]([C:16]1[CH:21]=[CH:20][C:19](B2OC(C)(C)C(C)(C)O2)=[CH:18][N:17]=1)#[N:15].[NH2:31][C:32]1[S:33][CH:34]=[C:35]([CH3:37])[N:36]=1, predict the reaction product. The product is: [CH3:12][C:9]1[CH:8]=[CH:7][C:6]2[C:11](=[C:2]([NH:31][C:32]3[S:33][CH:34]=[C:35]([CH3:37])[N:36]=3)[N:3]=[CH:4][C:5]=2[C:19]2[CH:20]=[CH:21][C:16]([C:14]#[N:15])=[N:17][CH:18]=2)[N:10]=1. (4) The product is: [CH3:18][O:17][C:15]([C:5]1[N:19]=[C:20]2[NH:24][CH:23]=[CH:22][N:21]2[C:7](=[O:9])[C:6]=1[OH:11])=[O:16]. Given the reactants C(O/[C:5](/[C:15]([O:17][CH3:18])=[O:16])=[C:6](/[O:11]C(=O)C)\[C:7]([O:9]C)=O)(=O)C.[NH2:19][C:20]1[NH:21][CH:22]=[CH:23][N:24]=1.C1(C)C=CC(S(O)(=O)=O)=CC=1.C(OCC)(=O)C, predict the reaction product. (5) Given the reactants [Br:1][C:2]1[N:7]=[C:6]([CH2:8][C:9]([OH:11])=[O:10])[CH:5]=[CH:4][CH:3]=1.OS(O)(=O)=O.[CH2:17](O)[CH3:18], predict the reaction product. The product is: [CH2:17]([O:10][C:9](=[O:11])[CH2:8][C:6]1[CH:5]=[CH:4][CH:3]=[C:2]([Br:1])[N:7]=1)[CH3:18]. (6) Given the reactants [NH2:1][C:2]1[CH:3]=[C:4]([OH:12])[C:5](=[CH:10][CH:11]=1)[C:6]([O:8][CH3:9])=[O:7].[Cl:13][C:14]1[CH:15]=[C:16]([S:21](Cl)(=[O:23])=[O:22])[CH:17]=[C:18]([Cl:20])[CH:19]=1, predict the reaction product. The product is: [Cl:20][C:18]1[CH:17]=[C:16]([S:21]([NH:1][C:2]2[CH:11]=[CH:10][C:5]([C:6]([O:8][CH3:9])=[O:7])=[C:4]([OH:12])[CH:3]=2)(=[O:22])=[O:23])[CH:15]=[C:14]([Cl:13])[CH:19]=1.